This data is from Reaction yield outcomes from USPTO patents with 853,638 reactions. The task is: Predict the reaction yield, written as a fraction of the theoretical maximum amount of product (1.0 means a 100% yield; for example, 0.34 means a 34% yield). (1) The reactants are Cl.[NH2:2][C@@H:3]1[C:11]2[C:6](=[C:7]([C:12]3[S:16][C:15]([C:17]4[CH:18]=[CH:19][C:20]([O:25][CH:26]([CH3:28])[CH3:27])=[C:21]([CH:24]=4)[C:22]#[N:23])=[N:14][N:13]=3)[CH:8]=[CH:9][CH:10]=2)[CH2:5][CH2:4]1.[S:29](N)([NH2:32])(=[O:31])=[O:30]. The catalyst is O1CCOCC1. The product is [C:22]([C:21]1[CH:24]=[C:17]([C:15]2[S:16][C:12]([C:7]3[CH:8]=[CH:9][CH:10]=[C:11]4[C:6]=3[CH2:5][CH2:4][C@@H:3]4[NH:2][S:29]([NH2:32])(=[O:31])=[O:30])=[N:13][N:14]=2)[CH:18]=[CH:19][C:20]=1[O:25][CH:26]([CH3:28])[CH3:27])#[N:23]. The yield is 0.260. (2) The yield is 0.920. The catalyst is CC(O)=O. The reactants are C([O:8][C:9]1[CH:18]=[C:17]2[C:12]([C:13]([O:19][C:20]3[CH:25]=[CH:24][C:23]([N+:26]([O-:28])=[O:27])=[CH:22][C:21]=3[F:29])=[CH:14][CH:15]=[N:16]2)=[CH:11][C:10]=1[O:30][CH3:31])C1C=CC=CC=1.Br. The product is [F:29][C:21]1[CH:22]=[C:23]([N+:26]([O-:28])=[O:27])[CH:24]=[CH:25][C:20]=1[O:19][C:13]1[C:12]2[C:17](=[CH:18][C:9]([OH:8])=[C:10]([O:30][CH3:31])[CH:11]=2)[N:16]=[CH:15][CH:14]=1. (3) The reactants are [CH3:1][C:2]([C:6]1[CH:11]=[CH:10][C:9]([N+:12]([O-:14])=[O:13])=[CH:8][CH:7]=1)([CH3:5])[CH2:3][OH:4].[Si:15](Cl)([C:18]([CH3:21])([CH3:20])[CH3:19])([CH3:17])[CH3:16].N1C=CN=C1. The catalyst is C(Cl)Cl. The product is [C:18]([Si:15]([CH3:17])([CH3:16])[O:4][CH2:3][C:2]([CH3:1])([C:6]1[CH:11]=[CH:10][C:9]([N+:12]([O-:14])=[O:13])=[CH:8][CH:7]=1)[CH3:5])([CH3:21])([CH3:20])[CH3:19]. The yield is 0.650.